From a dataset of Forward reaction prediction with 1.9M reactions from USPTO patents (1976-2016). Predict the product of the given reaction. (1) Given the reactants [Cl:1][C:2]1[CH:7]=[CH:6][C:5]([C@@H:8]([NH2:10])[CH3:9])=[CH:4][CH:3]=1.[Cl:11][C:12]1[N:17]=[C:16](Cl)[N:15]=[C:14]([NH:19][C:20]2[N:21]=[CH:22][N:23]([CH3:25])[CH:24]=2)[N:13]=1, predict the reaction product. The product is: [Cl:11][C:12]1[N:17]=[C:16]([NH:10][C@H:8]([C:5]2[CH:6]=[CH:7][C:2]([Cl:1])=[CH:3][CH:4]=2)[CH3:9])[N:15]=[C:14]([NH:19][C:20]2[N:21]=[CH:22][N:23]([CH3:25])[CH:24]=2)[N:13]=1. (2) Given the reactants NC(N)=O.[Cl:5][C:6]1[CH:12]=[CH:11][C:9]([NH2:10])=[C:8]([OH:13])[C:7]=1[S:14]([N:17]1[CH2:22][CH2:21][S:20](=[O:24])(=[O:23])[CH2:19][CH2:18]1)(=[O:16])=[O:15].[Cl:25][C:26]1[C:31]([Cl:32])=[CH:30][CH:29]=[CH:28][C:27]=1[N:33]=[C:34]=[O:35], predict the reaction product. The product is: [Cl:5][C:6]1[CH:12]=[CH:11][C:9]([NH:10][C:34]([NH:33][C:27]2[CH:28]=[CH:29][CH:30]=[C:31]([Cl:32])[C:26]=2[Cl:25])=[O:35])=[C:8]([OH:13])[C:7]=1[S:14]([N:17]1[CH2:22][CH2:21][S:20](=[O:24])(=[O:23])[CH2:19][CH2:18]1)(=[O:16])=[O:15]. (3) Given the reactants [Br:1][C:2]1N=[C:6](C2NC(=O)C3C(C=2)=CC(OC)=CC=3OC)[CH:5]=[CH:4][CH:3]=1.[C:23]([O-:26])([O-])=O.[K+].[K+].Cl.Cl[CH2:31][CH2:32][N:33]([CH3:35])[CH3:34].CN([CH:39]=[O:40])C, predict the reaction product. The product is: [Br:1][C:2]1[CH:3]=[C:4]([CH:5]=[CH:6][C:23]=1[O:26][CH2:31][CH2:32][N:33]([CH3:35])[CH3:34])[CH:39]=[O:40].